From a dataset of Catalyst prediction with 721,799 reactions and 888 catalyst types from USPTO. Predict which catalyst facilitates the given reaction. (1) Reactant: Cl.[S:2]([N:12]1[C:16]2=[N:17][CH:18]=[C:19]([CH2:21][NH2:22])[N:20]=[C:15]2[CH:14]=[CH:13]1)([C:5]1[CH:11]=[CH:10][C:8]([CH3:9])=[CH:7][CH:6]=1)(=[O:4])=[O:3].[CH:23]1([C:29](Cl)=[O:30])[CH2:28][CH2:27][CH2:26][CH2:25][CH2:24]1. Product: [S:2]([N:12]1[C:16]2=[N:17][CH:18]=[C:19]([CH2:21][NH:22][C:29]([CH:23]3[CH2:28][CH2:27][CH2:26][CH2:25][CH2:24]3)=[O:30])[N:20]=[C:15]2[CH:14]=[CH:13]1)([C:5]1[CH:6]=[CH:7][C:8]([CH3:9])=[CH:10][CH:11]=1)(=[O:3])=[O:4]. The catalyst class is: 2. (2) Reactant: C(OC([NH:8][CH:9]1[CH2:13][CH2:12][N:11]([C:14]2[N:23]=[C:22]3[C:17]([C:18](=[O:33])[C:19]([C:28]([O:30]CC)=[O:29])=[CH:20][N:21]3C(C)(C)C)=[CH:16][CH:15]=2)[CH2:10]1)=O)(C)(C)C.Cl. Product: [NH2:8][CH:9]1[CH2:13][CH2:12][N:11]([C:14]2[N:23]=[C:22]3[C:17]([C:18](=[O:33])[C:19]([C:28]([OH:30])=[O:29])=[CH:20][NH:21]3)=[CH:16][CH:15]=2)[CH2:10]1. The catalyst class is: 8.